Dataset: Catalyst prediction with 721,799 reactions and 888 catalyst types from USPTO. Task: Predict which catalyst facilitates the given reaction. (1) Reactant: Br[CH2:2][C:3]([NH:5][C:6]1[CH:11]=[C:10]([N+:12]([O-:14])=[O:13])[CH:9]=[CH:8][C:7]=1[C:15]([CH3:18])([CH3:17])[CH3:16])=[O:4].C([O-])([O-])=O.[K+].[K+].[NH:25]1[CH2:30][CH2:29][CH2:28][CH2:27][CH2:26]1. Product: [N+:12]([C:10]1[CH:9]=[CH:8][C:7]([C:15]([CH3:18])([CH3:17])[CH3:16])=[C:6]([NH:5][C:3](=[O:4])[CH2:2][N:25]2[CH2:30][CH2:29][CH2:28][CH2:27][CH2:26]2)[CH:11]=1)([O-:14])=[O:13]. The catalyst class is: 1. (2) Reactant: C(=O)(OCC)[O:2][C:3]1[CH:8]=[C:7]([N+:9]([O-:11])=[O:10])[C:6]([CH3:12])=[CH:5][C:4]=1[CH:13]1[CH:20]2[CH2:21][CH:16]3[CH2:17][CH:18]([CH2:22][CH:14]1[CH2:15]3)[CH2:19]2.N1CCCCC1. Product: [CH:14]12[CH2:15][CH:16]3[CH2:17][CH:18]([CH2:19][CH:20]([CH2:21]3)[CH:13]1[C:4]1[CH:5]=[C:6]([CH3:12])[C:7]([N+:9]([O-:11])=[O:10])=[CH:8][C:3]=1[OH:2])[CH2:22]2. The catalyst class is: 2. (3) Reactant: [Br:1][C:2]1[CH:3]=[CH:4][C:5]2[NH:10][C:9](=O)[O:8][C:7](=[O:12])[C:6]=2[C:13]=1[OH:14]. Product: [NH2:10][C:5]1[C:6]([C:7]([O:8][CH3:9])=[O:12])=[C:13]([OH:14])[C:2]([Br:1])=[CH:3][CH:4]=1. The catalyst class is: 5. (4) Reactant: Br[C:2]1[CH:7]=[CH:6][CH:5]=[C:4]([CH:8]=[CH:9][C:10]2[N:11]([CH3:21])[CH:12]=[C:13]([C:15]3[CH:20]=[CH:19][CH:18]=[CH:17][CH:16]=3)[N:14]=2)[N:3]=1.[NH:22]1[CH:26]=[CH:25][N:24]=[CH:23]1.C([O-])([O-])=O.[K+].[K+]. Product: [N:22]1([C:2]2[CH:7]=[CH:6][CH:5]=[C:4]([CH:8]=[CH:9][C:10]3[N:11]([CH3:21])[CH:12]=[C:13]([C:15]4[CH:20]=[CH:19][CH:18]=[CH:17][CH:16]=4)[N:14]=3)[N:3]=2)[CH:26]=[CH:25][N:24]=[CH:23]1. The catalyst class is: 590.